From a dataset of Catalyst prediction with 721,799 reactions and 888 catalyst types from USPTO. Predict which catalyst facilitates the given reaction. (1) Reactant: [C:1]([C:4]1[CH:15]=[CH:14][C:7]([CH:8]=[N:9][NH:10][C:11](=[S:13])[NH2:12])=[C:6]([NH2:16])[CH:5]=1)(=[O:3])[CH3:2].Br[CH2:18][C:19]([C:21]1[CH:26]=[CH:25][CH:24]=[CH:23][CH:22]=1)=O. Product: [NH2:16][C:6]1[CH:5]=[C:4]([C:1](=[O:3])[CH3:2])[CH:15]=[CH:14][C:7]=1[CH:8]=[N:9][NH:10][C:11]1[S:13][CH:18]=[C:19]([C:21]2[CH:26]=[CH:25][CH:24]=[CH:23][CH:22]=2)[N:12]=1. The catalyst class is: 1. (2) Reactant: [NH:1]1[CH2:6][CH2:5][CH:4]([CH2:7][OH:8])[CH2:3][CH2:2]1.C(N(CC)CC)C.[CH3:16][N:17]([CH3:21])[C:18](Cl)=[O:19].O. Product: [CH3:16][N:17]([CH3:21])[C:18]([N:1]1[CH2:6][CH2:5][CH:4]([CH2:7][OH:8])[CH2:3][CH2:2]1)=[O:19]. The catalyst class is: 4.